From a dataset of NCI-60 drug combinations with 297,098 pairs across 59 cell lines. Regression. Given two drug SMILES strings and cell line genomic features, predict the synergy score measuring deviation from expected non-interaction effect. (1) Drug 1: C1=CC(=CC=C1CC(C(=O)O)N)N(CCCl)CCCl.Cl. Drug 2: CC1C(C(=O)NC(C(=O)N2CCCC2C(=O)N(CC(=O)N(C(C(=O)O1)C(C)C)C)C)C(C)C)NC(=O)C3=C4C(=C(C=C3)C)OC5=C(C(=O)C(=C(C5=N4)C(=O)NC6C(OC(=O)C(N(C(=O)CN(C(=O)C7CCCN7C(=O)C(NC6=O)C(C)C)C)C)C(C)C)C)N)C. Cell line: ACHN. Synergy scores: CSS=22.5, Synergy_ZIP=-3.45, Synergy_Bliss=3.88, Synergy_Loewe=4.52, Synergy_HSA=3.98. (2) Drug 1: CC1OCC2C(O1)C(C(C(O2)OC3C4COC(=O)C4C(C5=CC6=C(C=C35)OCO6)C7=CC(=C(C(=C7)OC)O)OC)O)O. Drug 2: C1C(C(OC1N2C=NC3=C(N=C(N=C32)Cl)N)CO)O. Cell line: RPMI-8226. Synergy scores: CSS=37.9, Synergy_ZIP=2.58, Synergy_Bliss=-2.02, Synergy_Loewe=-10.6, Synergy_HSA=-6.70. (3) Drug 1: CN1C(=O)N2C=NC(=C2N=N1)C(=O)N. Drug 2: CC=C1C(=O)NC(C(=O)OC2CC(=O)NC(C(=O)NC(CSSCCC=C2)C(=O)N1)C(C)C)C(C)C. Cell line: MCF7. Synergy scores: CSS=30.6, Synergy_ZIP=1.27, Synergy_Bliss=1.87, Synergy_Loewe=-48.4, Synergy_HSA=0.324. (4) Drug 1: C1CN(CCN1C(=O)CCBr)C(=O)CCBr. Drug 2: N.N.Cl[Pt+2]Cl. Cell line: HL-60(TB). Synergy scores: CSS=86.1, Synergy_ZIP=4.55, Synergy_Bliss=5.23, Synergy_Loewe=2.65, Synergy_HSA=5.04.